Dataset: Catalyst prediction with 721,799 reactions and 888 catalyst types from USPTO. Task: Predict which catalyst facilitates the given reaction. (1) Reactant: [Br:1][C:2]1[CH:7]=[CH:6][CH:5]=[CH:4][C:3]=1[CH2:8][C:9]([OH:11])=O.[Cl:12][C:13]1[CH:19]=[CH:18][C:16]([OH:17])=[CH:15][C:14]=1[OH:20].B(F)(F)F.CCOCC. Product: [Br:1][C:2]1[CH:7]=[CH:6][CH:5]=[CH:4][C:3]=1[CH2:8][C:9]([C:18]1[CH:19]=[C:13]([Cl:12])[C:14]([OH:20])=[CH:15][C:16]=1[OH:17])=[O:11]. The catalyst class is: 195. (2) Reactant: [ClH:1].CN(C)CCCN=C=NCC.O.OC1C2N=NNC=2C=CC=1.C(OC([NH:31][C:32]1([C:37]([OH:39])=O)[CH2:36][CH2:35][CH2:34][CH2:33]1)=O)(C)(C)C.[CH3:40][N:41]1[CH2:46][CH2:45][NH:44][CH2:43][CH2:42]1. Product: [ClH:1].[ClH:1].[NH2:31][C:32]1([C:37]([N:44]2[CH2:45][CH2:46][N:41]([CH3:40])[CH2:42][CH2:43]2)=[O:39])[CH2:33][CH2:34][CH2:35][CH2:36]1. The catalyst class is: 3.